This data is from Reaction yield outcomes from USPTO patents with 853,638 reactions. The task is: Predict the reaction yield, written as a fraction of the theoretical maximum amount of product (1.0 means a 100% yield; for example, 0.34 means a 34% yield). The reactants are [OH:1][C@H:2]1[CH2:34][N:5]2[C:6](=[O:33])[C@@H:7]([NH:24][C:25]([C:27]3[CH:31]=[C:30]([CH3:32])[O:29][N:28]=3)=[O:26])[CH2:8][CH2:9][CH2:10][CH2:11][CH2:12][CH:13]=[CH:14][C@@H:15]3[CH2:20][C@@:16]3([C:21]([OH:23])=[O:22])[NH:17][C:18](=[O:19])[C@@H:4]2[CH2:3]1.CC(C)([O-])C.[K+].Cl[C:42]1[C:43]([C:53]([F:56])([F:55])[F:54])=[N:44][C:45]2[C:50]([N:51]=1)=[CH:49][C:48]([F:52])=[CH:47][CH:46]=2. The catalyst is CS(C)=O.C1COCC1.CN(C)C=O.CC1CCCO1. The product is [F:52][C:48]1[CH:49]=[C:50]2[C:45]([N:44]=[C:43]([C:53]([F:56])([F:55])[F:54])[C:42]([O:1][C@H:2]3[CH2:34][N:5]4[C:6](=[O:33])[C@@H:7]([NH:24][C:25]([C:27]5[CH:31]=[C:30]([CH3:32])[O:29][N:28]=5)=[O:26])[CH2:8][CH2:9][CH2:10][CH2:11][CH2:12][CH:13]=[CH:14][C@@H:15]5[CH2:20][C@@:16]5([C:21]([OH:23])=[O:22])[NH:17][C:18](=[O:19])[C@@H:4]4[CH2:3]3)=[N:51]2)=[CH:46][CH:47]=1. The yield is 0.840.